Dataset: Reaction yield outcomes from USPTO patents with 853,638 reactions. Task: Predict the reaction yield, written as a fraction of the theoretical maximum amount of product (1.0 means a 100% yield; for example, 0.34 means a 34% yield). (1) The reactants are [CH3:1][N:2]([CH3:32])[C:3]([C:5]1[N:26]([CH:27]2[CH2:31][CH2:30][CH2:29][CH2:28]2)[C:8]2[N:9]=[C:10]([NH:13][C:14]3[CH:19]=[CH:18][C:17]([N:20]4[CH2:25][CH2:24][NH:23][CH2:22][CH2:21]4)=[CH:16][N:15]=3)[N:11]=[CH:12][C:7]=2[CH:6]=1)=[O:4].[CH3:33][C:34]1([CH3:37])[CH2:36][O:35]1. No catalyst specified. The product is [CH3:1][N:2]([CH3:32])[C:3]([C:5]1[N:26]([CH:27]2[CH2:31][CH2:30][CH2:29][CH2:28]2)[C:8]2[N:9]=[C:10]([NH:13][C:14]3[CH:19]=[CH:18][C:17]([N:20]4[CH2:21][CH2:22][N:23]([CH2:33][C:34]([OH:35])([CH3:37])[CH3:36])[CH2:24][CH2:25]4)=[CH:16][N:15]=3)[N:11]=[CH:12][C:7]=2[CH:6]=1)=[O:4]. The yield is 0.290. (2) The reactants are Cl[CH2:2][C:3]1[CH:8]=[CH:7][CH:6]=[C:5]([S:9][CH:10]2[CH2:13][CH2:12][CH2:11]2)[N:4]=1.C[O:15][C:16]([CH:18]1[CH2:20][CH:19]1[C:21]1[CH:26]=[CH:25][C:24]([OH:27])=[C:23]([F:28])[CH:22]=1)=[O:17]. No catalyst specified. The product is [CH:10]1([S:9][C:5]2[N:4]=[C:3]([CH2:2][O:27][C:24]3[CH:25]=[CH:26][C:21]([CH:19]4[CH2:20][CH:18]4[C:16]([OH:17])=[O:15])=[CH:22][C:23]=3[F:28])[CH:8]=[CH:7][CH:6]=2)[CH2:13][CH2:12][CH2:11]1. The yield is 0.710.